From a dataset of Reaction yield outcomes from USPTO patents with 853,638 reactions. Predict the reaction yield, written as a fraction of the theoretical maximum amount of product (1.0 means a 100% yield; for example, 0.34 means a 34% yield). (1) The reactants are [F:1][C:2]([F:25])([F:24])[C:3]1[CH:4]=[C:5]([NH:13][C:14](=[O:23])[C:15]2[CH:20]=[C:19]([I:21])[CH:18]=[CH:17][C:16]=2[OH:22])[CH:6]=[C:7]([C:9]([F:12])([F:11])[F:10])[CH:8]=1.[CH3:26][O:27][CH2:28]Cl.C(=O)([O-])[O-].[K+].[K+].Cl. The catalyst is CC(C)=O. The product is [F:25][C:2]([F:1])([F:24])[C:3]1[CH:4]=[C:5]([NH:13][C:14](=[O:23])[C:15]2[CH:20]=[C:19]([I:21])[CH:18]=[CH:17][C:16]=2[O:22][CH2:26][O:27][CH3:28])[CH:6]=[C:7]([C:9]([F:10])([F:11])[F:12])[CH:8]=1. The yield is 0.763. (2) The reactants are C(OC([NH:11][CH2:12][C:13]1([CH3:45])[CH2:18][CH2:17][N:16]([C:19]2[C:20]3[O:44][CH:43]=[CH:42][C:21]=3[N:22]=[C:23]([NH:25][C:26]3[CH:34]=[C:33]4[C:29]([CH:30]=[N:31][N:32]4C(OC(C)(C)C)=O)=[CH:28][CH:27]=3)[N:24]=2)[CH2:15][CH2:14]1)=O)C1C=CC=CC=1.ClC1N=C(Cl)C2OC=CC=2N=1.CC1(CNC(=O)OCC2C=CC=CC=2)CCNCC1.NC1C=C2C(C=NN2C(OC(C)(C)C)=O)=CC=1.Br. The catalyst is CC(O)=O.O. The product is [NH2:11][CH2:12][C:13]1([CH3:45])[CH2:18][CH2:17][N:16]([C:19]2[C:20]3[O:44][CH:43]=[CH:42][C:21]=3[N:22]=[C:23]([NH:25][C:26]3[CH:34]=[C:33]4[C:29]([CH:30]=[N:31][NH:32]4)=[CH:28][CH:27]=3)[N:24]=2)[CH2:15][CH2:14]1. The yield is 0.190.